From a dataset of Forward reaction prediction with 1.9M reactions from USPTO patents (1976-2016). Predict the product of the given reaction. (1) Given the reactants [Br:1][C:2]1[CH:3]=[C:4]2[C:8](=[C:9]([Cl:11])[CH:10]=1)[NH:7][C:6]([C:12]([OH:14])=O)=[CH:5]2.[S:15]1[CH:19]=[CH:18][CH:17]=[C:16]1[CH2:20][NH2:21].C(N(CC)C(C)C)(C)C.C1CN([P+](Br)(N2CCCC2)N2CCCC2)CC1.F[P-](F)(F)(F)(F)F, predict the reaction product. The product is: [S:15]1[CH:19]=[CH:18][CH:17]=[C:16]1[CH2:20][NH:21][C:12]([C:6]1[NH:7][C:8]2[C:4]([CH:5]=1)=[CH:3][C:2]([Br:1])=[CH:10][C:9]=2[Cl:11])=[O:14]. (2) Given the reactants Cl.C(O[C:7]([N:9](C)[S:10]([NH:13][CH2:14][C:15]([O:17][CH2:18][CH3:19])=[O:16])(=[O:12])=[O:11])=O)CCC, predict the reaction product. The product is: [CH3:7][NH:9][S:10]([NH:13][CH2:14][C:15]([O:17][CH2:18][CH3:19])=[O:16])(=[O:12])=[O:11]. (3) Given the reactants Cl.[Cl:2][C:3]1[CH:4]=[CH:5][C:6]2[N:15]3[C:11](=[N:12][N:13]=[C:14]3[C@H:16]3[CH2:21][CH2:20][C@H:19]([O:22][C:23]4[CH:28]=[CH:27][CH:26]=[CH:25][CH:24]=4)[CH2:18][CH2:17]3)[CH2:10][NH:9][CH2:8][C:7]=2[CH:29]=1.C(=O)([O-])[O-].[K+].[K+].Br.Br[CH2:38][C:39]1[CH:44]=[CH:43][CH:42]=[CH:41][N:40]=1, predict the reaction product. The product is: [Cl:2][C:3]1[CH:4]=[CH:5][C:6]2[N:15]3[C:11](=[N:12][N:13]=[C:14]3[C@H:16]3[CH2:17][CH2:18][C@H:19]([O:22][C:23]4[CH:24]=[CH:25][CH:26]=[CH:27][CH:28]=4)[CH2:20][CH2:21]3)[CH2:10][N:9]([CH2:38][C:39]3[CH:44]=[CH:43][CH:42]=[CH:41][N:40]=3)[CH2:8][C:7]=2[CH:29]=1. (4) Given the reactants CO[C:3]1C=C[C:11]([CH:14]=[O:15])=[CH:10][C:4]=1[C:5](=[N:8]O)OC.S(Cl)(Cl)=O.[C:20]([O:23][CH2:24]C)(=[O:22])[CH3:21].[CH3:26]CCCCC, predict the reaction product. The product is: [CH3:26][O:15][C:14]1[CH:11]=[CH:10][C:4]([C:5]#[N:8])=[CH:3][C:21]=1[C:20]([O:23][CH3:24])=[O:22]. (5) Given the reactants Cl[C:2]1[C:7]([Cl:8])=[N:6][N:5]([CH3:9])[C:4](=[O:10])[CH:3]=1.[CH3:11][N:12]1[CH2:17][CH2:16][NH:15][CH2:14][C:13]1=[O:18].Cl.C(N(CC)CC)C, predict the reaction product. The product is: [Cl:8][C:7]1[C:2]([N:15]2[CH2:16][CH2:17][N:12]([CH3:11])[C:13](=[O:18])[CH2:14]2)=[CH:3][C:4](=[O:10])[N:5]([CH3:9])[N:6]=1. (6) Given the reactants [CH:1]1C2C=CC3C=CC=CC=3C(C(O)C)C=2C=CC=1.C([N:21]([CH2:24][CH3:25])[CH2:22][CH3:23])C.[CH2:26]=[C:27]1[O:31][C:29](=[O:30])[CH2:28]1.[C:32](=[O:35])([O-])[OH:33].[Na+].[Cl:37][C:38]1[CH:39]=C([CH:43]=[CH:44][CH:45]=1)C=O, predict the reaction product. The product is: [Cl:37][C:38]1[CH:39]=[C:26]([CH:27]2[C:1]([C:32]([OH:33])=[O:35])=[C:22]([CH3:23])[NH:21][C:24]([CH3:25])=[C:28]2[C:29]([OH:31])=[O:30])[CH:43]=[CH:44][CH:45]=1. (7) The product is: [ClH:1].[Cl:1][C:2]1[CH:3]=[C:4]([NH:19][C:20]2[C:21]3[N:28]([CH2:29][CH2:30][C:31]([NH:33][CH2:34][CH2:35][S:36]([CH3:39])(=[O:38])=[O:37])=[O:32])[CH:27]=[CH:26][C:22]=3[N:23]=[CH:24][N:25]=2)[CH:5]=[CH:6][C:7]=1[O:8][C:9]1[CH:14]=[CH:13][CH:12]=[C:11]([C:15]([F:18])([F:16])[F:17])[CH:10]=1. Given the reactants [Cl:1][C:2]1[CH:3]=[C:4]([NH:19][C:20]2[C:21]3[N:28]([CH2:29][CH2:30][C:31]([NH:33][CH2:34][CH2:35][S:36]([CH3:39])(=[O:38])=[O:37])=[O:32])[CH:27]=[CH:26][C:22]=3[N:23]=[CH:24][N:25]=2)[CH:5]=[CH:6][C:7]=1[O:8][C:9]1[CH:14]=[CH:13][CH:12]=[C:11]([C:15]([F:18])([F:17])[F:16])[CH:10]=1.ClC1C=C(NC2C3N(CCC(O)=O)C=CC=3N=CN=2)C=CC=1OC1C=CC=C(C(F)(F)F)C=1.CS(CCN)(=O)=O.O.ON1C2C=CC=CC=2N=N1.Cl.CN(C)CCCN=C=NCC.Cl.C(OCC)(=O)C, predict the reaction product. (8) Given the reactants [OH:1][C:2]1[CH:7]=[CH:6][C:5]([NH:8][C:9](=[O:11])[CH3:10])=[CH:4][CH:3]=1.Cl[C:13]1[C:22]2[C:17](=[C:18]([O:23][CH3:24])[CH:19]=[CH:20][CH:21]=2)[CH:16]=[C:15]([NH:25][C:26]2[CH:30]=[C:29]([CH3:31])[NH:28][N:27]=2)[N:14]=1, predict the reaction product. The product is: [CH3:24][O:23][C:18]1[CH:19]=[CH:20][CH:21]=[C:22]2[C:17]=1[CH:16]=[C:15]([NH:25][C:26]1[CH:30]=[C:29]([CH3:31])[NH:28][N:27]=1)[N:14]=[C:13]2[O:1][C:2]1[CH:3]=[CH:4][C:5]([NH:8][C:9](=[O:11])[CH3:10])=[CH:6][CH:7]=1. (9) The product is: [F:38][C:26]1([F:25])[O:30][C:29]2[CH:31]=[CH:32][CH:33]=[C:34]([C:35]3[O:1][N:2]=[C:3]([C:5]4[CH:13]=[CH:12][C:11]5[N:10]6[CH2:14][CH2:15][CH:16]([CH2:17][C:18]([OH:20])=[O:19])[C:9]6=[CH:8][C:7]=5[CH:6]=4)[N:4]=3)[C:28]=2[O:27]1. Given the reactants [OH:1][N:2]=[C:3]([C:5]1[CH:13]=[CH:12][C:11]2[N:10]3[CH2:14][CH2:15][CH:16]([CH2:17][C:18]([O:20]C(C)(C)C)=[O:19])[C:9]3=[CH:8][C:7]=2[CH:6]=1)[NH2:4].[F:25][C:26]1([F:38])[O:30][C:29]2[CH:31]=[CH:32][CH:33]=[C:34]([C:35](O)=O)[C:28]=2[O:27]1, predict the reaction product.